This data is from Forward reaction prediction with 1.9M reactions from USPTO patents (1976-2016). The task is: Predict the product of the given reaction. (1) The product is: [F:1][C:2]1[CH:9]=[CH:8][C:5]([CH2:6][NH:14][C:15]2[CH:16]=[C:17]3[C:21]4=[C:22]([CH2:24][O:25][CH2:26][CH2:27][N:20]4[C@H:19]4[CH2:28][CH2:29][NH:30][CH2:31][C@@H:18]34)[CH:23]=2)=[C:4]([C:10]([F:13])([F:12])[F:11])[CH:3]=1. Given the reactants [F:1][C:2]1[CH:9]=[CH:8][C:5]([CH:6]=O)=[C:4]([C:10]([F:13])([F:12])[F:11])[CH:3]=1.[NH2:14][C:15]1[CH:16]=[C:17]2[C:21]3=[C:22]([CH2:24][O:25][CH2:26][CH2:27][N:20]3[C@H:19]3[CH2:28][CH2:29][N:30](C(OC(C)(C)C)=O)[CH2:31][C@@H:18]23)[CH:23]=1, predict the reaction product. (2) Given the reactants [C:1]([C:5]1[CH:14]=[CH:13][C:12]2[C:7](=[CH:8][CH:9]=[N:10][C:11]=2Cl)[N:6]=1)([CH3:4])([CH3:3])[CH3:2].[Cl-].[NH4+:17].O, predict the reaction product. The product is: [C:1]([C:5]1[CH:14]=[CH:13][C:12]2[C:7](=[CH:8][CH:9]=[N:10][C:11]=2[NH2:17])[N:6]=1)([CH3:4])([CH3:3])[CH3:2]. (3) Given the reactants CN(C)/[CH:3]=[CH:4]/[C:5]([C:7]1[C:12](=[O:13])[CH:11]=[CH:10][N:9]([C:14]2[CH:15]=[C:16]([S:20]([N:23]([CH2:26][CH3:27])[CH2:24][CH3:25])(=[O:22])=[O:21])[CH:17]=[CH:18][CH:19]=2)[N:8]=1)=O.[N:29]1[C:38]2[C:33](=[C:34]([NH:39][NH2:40])[CH:35]=[CH:36][CH:37]=2)[CH:32]=[CH:31][CH:30]=1, predict the reaction product. The product is: [CH2:24]([N:23]([CH2:26][CH3:27])[S:20]([C:16]1[CH:17]=[CH:18][CH:19]=[C:14]([N:9]2[CH:10]=[CH:11][C:12](=[O:13])[C:7]([C:5]3[N:39]([C:34]4[CH:35]=[CH:36][CH:37]=[C:38]5[C:33]=4[CH:32]=[CH:31][CH:30]=[N:29]5)[N:40]=[CH:3][CH:4]=3)=[N:8]2)[CH:15]=1)(=[O:22])=[O:21])[CH3:25]. (4) The product is: [CH3:20][O:21][CH2:22][N:13]1[C:14]2[C:10](=[CH:9][CH:8]=[CH:7][C:6]=2[N+:3]([O-:5])=[O:4])[CH:11]=[C:12]1[C:15]([O:17][CH2:18][CH3:19])=[O:16]. Given the reactants [H-].[Na+].[N+:3]([C:6]1[CH:7]=[CH:8][CH:9]=[C:10]2[C:14]=1[NH:13][C:12]([C:15]([O:17][CH2:18][CH3:19])=[O:16])=[CH:11]2)([O-:5])=[O:4].[CH3:20][O:21][CH2:22]Cl.O, predict the reaction product. (5) Given the reactants C([O:3][C:4]([C:6]1([C:10]2[CH:11]=[C:12]([C:23]3[CH:28]=[CH:27][C:26]([C:29]([F:32])([F:31])[F:30])=[CH:25][CH:24]=3)[C:13]([O:17][CH2:18][C:19]([F:22])([F:21])[F:20])=[C:14]([Cl:16])[CH:15]=2)[CH2:9][CH2:8][CH2:7]1)=[O:5])C.O.[OH-].[Li+], predict the reaction product. The product is: [Cl:16][C:14]1[CH:15]=[C:10]([C:6]2([C:4]([OH:5])=[O:3])[CH2:7][CH2:8][CH2:9]2)[CH:11]=[C:12]([C:23]2[CH:24]=[CH:25][C:26]([C:29]([F:30])([F:31])[F:32])=[CH:27][CH:28]=2)[C:13]=1[O:17][CH2:18][C:19]([F:21])([F:22])[F:20].